From a dataset of Full USPTO retrosynthesis dataset with 1.9M reactions from patents (1976-2016). Predict the reactants needed to synthesize the given product. (1) Given the product [O:30]=[C:12]1[N:11]([CH2:31][C:32]([F:33])([F:34])[F:35])[CH2:10][N:9]([C@H:6]2[CH2:5][CH2:4][C@H:3]([CH2:2][NH:1][S:44]([CH3:43])(=[O:46])=[O:45])[CH2:8][CH2:7]2)[C:14]2[C:15]3[CH:21]=[CH:20][N:19]([CH2:22][O:23][CH2:24][CH2:25][Si:26]([CH3:28])([CH3:29])[CH3:27])[C:16]=3[N:17]=[CH:18][C:13]1=2, predict the reactants needed to synthesize it. The reactants are: [NH2:1][CH2:2][C@H:3]1[CH2:8][CH2:7][C@H:6]([N:9]2[C:14]3[C:15]4[CH:21]=[CH:20][N:19]([CH2:22][O:23][CH2:24][CH2:25][Si:26]([CH3:29])([CH3:28])[CH3:27])[C:16]=4[N:17]=[CH:18][C:13]=3[C:12](=[O:30])[N:11]([CH2:31][C:32]([F:35])([F:34])[F:33])[CH2:10]2)[CH2:5][CH2:4]1.C(N(CC)CC)C.[CH3:43][S:44](Cl)(=[O:46])=[O:45].O. (2) Given the product [F:13][C:14]1[CH:23]=[C:18]([C:19]([O:21][CH3:22])=[O:20])[C:17]2[O:24][C:11]([C:8]3[CH:7]=[CH:6][C:5]([CH2:4][N:2]([CH3:1])[CH3:3])=[CH:10][CH:9]=3)=[CH:12][C:16]=2[CH:15]=1, predict the reactants needed to synthesize it. The reactants are: [CH3:1][N:2]([CH2:4][C:5]1[CH:10]=[CH:9][C:8]([C:11]#[CH:12])=[CH:7][CH:6]=1)[CH3:3].[F:13][C:14]1[CH:23]=[C:18]([C:19]([O:21][CH3:22])=[O:20])[C:17]([OH:24])=[C:16](I)[CH:15]=1.C(N(CC)CC)C.CN(C=O)C. (3) Given the product [Cl:1][C:2]1[CH:3]=[CH:4][C:5]([C:8]2[N:9]=[C:10]3[CH:15]=[CH:14][C:13]([F:42])=[CH:12][N:11]3[C:16]=2[CH2:17][C:18]2[N:22]=[C:21]([C:23]([NH:25][NH2:26])=[O:24])[O:20][N:19]=2)=[CH:6][CH:7]=1, predict the reactants needed to synthesize it. The reactants are: [Cl:1][C:2]1[CH:7]=[CH:6][C:5]([C:8]2[N:9]=[C:10]3[CH:15]=[CH:14][CH:13]=[CH:12][N:11]3[C:16]=2[CH2:17][C:18]2[N:22]=[C:21]([C:23]([NH:25][NH2:26])=[O:24])[O:20][N:19]=2)=[CH:4][CH:3]=1.ClC1C=CC(C2N=C3C=CC([F:42])=CN3C=2CC2N=C(C(OCC)=O)ON=2)=CC=1.O.NN. (4) The reactants are: [NH2:1][C:2]1[S:3][CH:4]=[C:5]([C:7]2[CH:12]=[CH:11][C:10]([CH2:13][CH2:14][NH:15]C(=O)C)=[CH:9][CH:8]=2)[N:6]=1. Given the product [NH2:15][CH2:14][CH2:13][C:10]1[CH:9]=[CH:8][C:7]([C:5]2[N:6]=[C:2]([NH2:1])[S:3][CH:4]=2)=[CH:12][CH:11]=1, predict the reactants needed to synthesize it. (5) Given the product [NH2:22][CH:23]1[C:45](=[O:46])[N:25]2[C:26]([C:33]([O:35][CH2:36][C:37]3[CH:38]=[CH:39][C:40]([O:43][CH3:44])=[CH:41][CH:42]=3)=[O:34])=[C:27]([CH:30]=[CH:31][CH3:32])[CH2:28][S:29][C@H:24]12.[ClH:2], predict the reactants needed to synthesize it. The reactants are: P(Cl)(Cl)(Cl)(Cl)[Cl:2].N1C=CC=CC=1.C1(CC([NH:22][CH:23]2[C:45](=[O:46])[N:25]3[C:26]([C:33]([O:35][CH2:36][C:37]4[CH:42]=[CH:41][C:40]([O:43][CH3:44])=[CH:39][CH:38]=4)=[O:34])=[C:27]([CH:30]=[CH:31][CH3:32])[CH2:28][S:29][C@H:24]23)=O)C=CC=CC=1.C(O)CC(O)C. (6) Given the product [CH:1]1([N:4]([CH2:39][C:40]2[CH:45]=[C:44]([CH2:46][CH2:47][CH2:48][O:49][CH3:50])[CH:43]=[C:42]([O:51][CH2:53][CH2:54][C:55]([CH3:61])([CH3:60])[C:56]([O:58][CH3:59])=[O:57])[CH:41]=2)[C:5]([C@@H:7]2[C@@H:12]([C:13]3[CH:14]=[CH:15][C:16]([O:19][CH2:20][CH2:21][O:22][C:23]4[C:28]([Cl:29])=[CH:27][C:26]([CH3:30])=[CH:25][C:24]=4[Cl:31])=[CH:17][CH:18]=3)[CH2:11][CH2:10][N:9]([C:32]([O:34][C:35]([CH3:38])([CH3:37])[CH3:36])=[O:33])[CH2:8]2)=[O:6])[CH2:3][CH2:2]1, predict the reactants needed to synthesize it. The reactants are: [CH:1]1([N:4]([CH2:39][C:40]2[CH:45]=[C:44]([CH2:46][CH2:47][CH2:48][O:49][CH3:50])[CH:43]=[C:42]([OH:51])[CH:41]=2)[C:5]([C@@H:7]2[C@@H:12]([C:13]3[CH:18]=[CH:17][C:16]([O:19][CH2:20][CH2:21][O:22][C:23]4[C:28]([Cl:29])=[CH:27][C:26]([CH3:30])=[CH:25][C:24]=4[Cl:31])=[CH:15][CH:14]=3)[CH2:11][CH2:10][N:9]([C:32]([O:34][C:35]([CH3:38])([CH3:37])[CH3:36])=[O:33])[CH2:8]2)=[O:6])[CH2:3][CH2:2]1.O[CH2:53][CH2:54][C:55]([CH3:61])([CH3:60])[C:56]([O:58][CH3:59])=[O:57].C(=O)([O-])[O-].[Cs+].[Cs+]. (7) Given the product [NH2:11][C:8]1[CH:9]=[C:10]2[C:5](=[CH:6][C:7]=1[N+:15]([O-:17])=[O:16])[N:4]([CH2:20][C:21](=[O:22])[C:23]1[CH:28]=[CH:27][CH:26]=[CH:25][CH:24]=1)[C:3](=[O:18])[C:2]2([CH3:1])[CH3:19], predict the reactants needed to synthesize it. The reactants are: [CH3:1][C:2]1([CH3:19])[C:10]2[C:5](=[CH:6][C:7]([N+:15]([O-:17])=[O:16])=[C:8]([NH:11]C(=O)C)[CH:9]=2)[NH:4][C:3]1=[O:18].[CH3:20][C:21]([C:23]1[CH:28]=[CH:27][CH:26]=[C:25](Br)[CH:24]=1)=[O:22].C([O-])([O-])=O.[K+].[K+].